Dataset: Reaction yield outcomes from USPTO patents with 853,638 reactions. Task: Predict the reaction yield, written as a fraction of the theoretical maximum amount of product (1.0 means a 100% yield; for example, 0.34 means a 34% yield). (1) The reactants are Cl[C:2]1[CH:11]=[N:10][C:9]2[C:4](=[CH:5][CH:6]=[C:7]([O:12][CH2:13][CH2:14][O:15][CH3:16])[CH:8]=2)[N:3]=1.CC1(C)C(C)(C)OB([C:25]2[CH:30]=[CH:29][C:28]([CH2:31][C:32]([NH:34][C:35]3[CH:39]=[C:38]([C:40]4([C:43]([F:46])([F:45])[F:44])[CH2:42][CH2:41]4)[O:37][N:36]=3)=[O:33])=[CH:27][CH:26]=2)O1.C([O-])([O-])=O.[Na+].[Na+]. The catalyst is CC#N.O. The product is [CH3:16][O:15][CH2:14][CH2:13][O:12][C:7]1[CH:8]=[C:9]2[C:4](=[CH:5][CH:6]=1)[N:3]=[C:2]([C:25]1[CH:26]=[CH:27][C:28]([CH2:31][C:32]([NH:34][C:35]3[CH:39]=[C:38]([C:40]4([C:43]([F:46])([F:44])[F:45])[CH2:41][CH2:42]4)[O:37][N:36]=3)=[O:33])=[CH:29][CH:30]=1)[CH:11]=[N:10]2. The yield is 0.290. (2) The reactants are [O:1]1[C:5]2[CH:6]=[CH:7][C:8]([OH:10])=[CH:9][C:4]=2[CH:3]=[CH:2]1.N1C=CN=C1.[CH3:16][C:17]([Si:20](Cl)([CH3:22])[CH3:21])([CH3:19])[CH3:18].C([O-])(O)=O.[Na+]. The catalyst is CN(C=O)C. The product is [O:1]1[C:5]2[CH:6]=[CH:7][C:8]([O:10][Si:20]([C:17]([CH3:19])([CH3:18])[CH3:16])([CH3:22])[CH3:21])=[CH:9][C:4]=2[CH:3]=[CH:2]1. The yield is 0.810. (3) The yield is 0.240. The catalyst is O1CCOCC1. The reactants are [S:1]([N:11]1[C:15]2=[N:16][CH:17]=[C:18]([NH:20][NH:21][C:22]([C:24]34[CH2:31][CH2:30][C:27]([NH:32]C(=O)OC(C)(C)C)([CH2:28][CH2:29]3)[CH2:26][CH2:25]4)=O)[N:19]=[C:14]2[CH:13]=[CH:12]1)([C:4]1[CH:10]=[CH:9][C:7]([CH3:8])=[CH:6][CH:5]=1)(=[O:3])=[O:2].O=S(Cl)Cl. The product is [S:1]([N:11]1[C:15]2[N:16]=[CH:17][C:18]3[N:19]([C:22]([C:24]45[CH2:29][CH2:28][C:27]([NH2:32])([CH2:30][CH2:31]4)[CH2:26][CH2:25]5)=[N:21][N:20]=3)[C:14]=2[CH:13]=[CH:12]1)([C:4]1[CH:5]=[CH:6][C:7]([CH3:8])=[CH:9][CH:10]=1)(=[O:3])=[O:2]. (4) The reactants are [NH2:1][C:2]1[C:3]([OH:14])=[C:4]([S:8]([N:11]([CH3:13])[CH3:12])(=[O:10])=[O:9])[CH:5]=[CH:6][CH:7]=1.[CH2:15]([O:17][C:18]1[C:19](=O)[C:20](=[O:25])[C:21]=1[O:22]CC)C. The catalyst is CO. The product is [OH:14][C:3]1[C:2]([NH:1][C:19]2[C:20](=[O:25])[C:21](=[O:22])[C:18]=2[O:17][CH3:15])=[CH:7][CH:6]=[CH:5][C:4]=1[S:8]([N:11]([CH3:12])[CH3:13])(=[O:10])=[O:9]. The yield is 0.640. (5) The reactants are [CH3:1][O:2][C:3]1[CH:40]=[CH:39][C:6]([C:7]([O:24][CH2:25][C:26]([CH2:37][OH:38])([C:32]([O:34][CH2:35][CH3:36])=[O:33])[C:27]([O:29][CH2:30][CH3:31])=[O:28])([C:16]2[CH:21]=[CH:20][C:19]([O:22][CH3:23])=[CH:18][CH:17]=2)[C:8]2[CH:13]=[CH:12][C:11]([O:14][CH3:15])=[CH:10][CH:9]=2)=[CH:5][CH:4]=1.C(N([P:48]([N:53]([CH:57]([CH3:59])[CH3:58])[CH:54]([CH3:56])[CH3:55])([O-:52])([O-])OCl)C(C)C)(C)C.[CH:60]1[C:72]2[CH:71]([CH2:73]O)[C:70]3[C:65](=[CH:66][CH:67]=[CH:68][CH:69]=3)[C:64]=2[CH:63]=[CH:62][CH:61]=1. The catalyst is C(OCC)(=O)C.CCCCCC.C(N(CC)CC)C. The product is [CH2:35]([O:34][C:32](=[O:33])[C:26]([CH2:25][O:24][C:7]([C:16]1[CH:21]=[CH:20][C:19]([O:22][CH3:23])=[CH:18][CH:17]=1)([C:6]1[CH:5]=[CH:4][C:3]([O:2][CH3:1])=[CH:40][CH:39]=1)[C:8]1[CH:9]=[CH:10][C:11]([O:14][CH3:15])=[CH:12][CH:13]=1)([CH2:37][O:38][P:48]([N:53]([CH:54]([CH3:55])[CH3:56])[CH:57]([CH3:58])[CH3:59])[O:52][CH2:73][CH:71]1[C:72]2[CH:60]=[CH:61][CH:62]=[CH:63][C:64]=2[C:65]2[C:70]1=[CH:69][CH:68]=[CH:67][CH:66]=2)[C:27]([O:29][CH2:30][CH3:31])=[O:28])[CH3:36]. The yield is 0.681. (6) The reactants are Br[C:2]1[S:10][C:9]2[C:8]([N:11]3[CH2:16][CH2:15][N:14]([C:17]([NH:19][C@H:20]([C:22]4[CH:27]=[CH:26][CH:25]=[C:24]([Cl:28])[CH:23]=4)[CH3:21])=[O:18])[C:13]([CH3:30])([CH3:29])[CH2:12]3)=[N:7][CH:6]=[N:5][C:4]=2[CH:3]=1.[CH3:31][O:32][C:33]1[CH:38]=[C:37](B2OC(C)(C)C(C)(C)O2)[CH:36]=[CH:35][N:34]=1.C(=O)([O-])[O-].[K+].[K+]. The catalyst is C(#N)C.C1C=CC(P(C2C=CC=CC=2)[C-]2C=CC=C2)=CC=1.C1C=CC(P(C2C=CC=CC=2)[C-]2C=CC=C2)=CC=1.Cl[Pd]Cl.[Fe+2]. The product is [Cl:28][C:24]1[CH:23]=[C:22]([C@@H:20]([NH:19][C:17]([N:14]2[CH2:15][CH2:16][N:11]([C:8]3[C:9]4[S:10][C:2]([C:37]5[CH:36]=[CH:35][N:34]=[C:33]([O:32][CH3:31])[CH:38]=5)=[CH:3][C:4]=4[N:5]=[CH:6][N:7]=3)[CH2:12][C:13]2([CH3:30])[CH3:29])=[O:18])[CH3:21])[CH:27]=[CH:26][CH:25]=1. The yield is 0.0900. (7) The reactants are Cl.[CH3:2][N:3]([CH3:7])[CH2:4][CH:5]=O.[Cl:8][C:9]1[CH:59]=[CH:58][C:12]([CH2:13][NH:14][CH2:15][C@@H:16]([C@:18]23[CH2:53][C:52](=[O:54])[C:51]([CH:55]([CH3:57])[CH3:56])=[C:19]2[C@@H:20]2[C@@:33]([CH3:36])([CH2:34][CH2:35]3)[C@@:32]3([CH3:37])[C@@H:23]([C@:24]4([CH3:50])[C@@H:29]([CH2:30][CH2:31]3)[C:28]([CH3:39])([CH3:38])[C@@H:27]([O:40][C:41](=[O:49])[CH2:42][C:43]([CH3:48])([CH3:47])[C:44]([OH:46])=[O:45])[CH2:26][CH2:25]4)[CH2:22][CH2:21]2)[OH:17])=[CH:11][CH:10]=1.CCN(CC)CC.C([BH3-])#N.[Na+]. The catalyst is CO.C(Cl)Cl.CCOC(C)=O.O. The product is [Cl:8][C:9]1[CH:10]=[CH:11][C:12]([CH2:13][N:14]([CH2:5][CH2:4][N:3]([CH3:7])[CH3:2])[CH2:15][C@@H:16]([C@:18]23[CH2:53][C:52](=[O:54])[C:51]([CH:55]([CH3:56])[CH3:57])=[C:19]2[C@@H:20]2[C@@:33]([CH3:36])([CH2:34][CH2:35]3)[C@@:32]3([CH3:37])[C@@H:23]([C@:24]4([CH3:50])[C@@H:29]([CH2:30][CH2:31]3)[C:28]([CH3:38])([CH3:39])[C@@H:27]([O:40][C:41](=[O:49])[CH2:42][C:43]([CH3:47])([CH3:48])[C:44]([OH:46])=[O:45])[CH2:26][CH2:25]4)[CH2:22][CH2:21]2)[OH:17])=[CH:58][CH:59]=1. The yield is 0.679. (8) The catalyst is C1COCC1.CO.O.Cl. The reactants are [Br:1][C:2]1[CH:3]=[CH:4][C:5]2[N:6]([CH2:16][C:17]([O:19]CC)=[O:18])[C:7]3[C:12]([C:13]=2[CH:14]=1)=[CH:11][C:10]([Br:15])=[CH:9][CH:8]=3.[Li+].[OH-]. The product is [Br:1][C:2]1[CH:3]=[CH:4][C:5]2[N:6]([CH2:16][C:17]([OH:19])=[O:18])[C:7]3[C:12]([C:13]=2[CH:14]=1)=[CH:11][C:10]([Br:15])=[CH:9][CH:8]=3. The yield is 0.990. (9) The reactants are [NH:1]1[CH2:6][CH2:5][NH:4][CH2:3][CH2:2]1.[CH:7]1([CH2:10][CH2:11][NH:12][C:13]([C:15]2[N:16]=[N:17][C:18](Cl)=[CH:19][CH:20]=2)=[O:14])[CH2:9][CH2:8]1. The catalyst is C(#N)C.ClCCl. The product is [CH:7]1([CH2:10][CH2:11][NH:12][C:13]([C:15]2[N:16]=[N:17][C:18]([N:1]3[CH2:6][CH2:5][NH:4][CH2:3][CH2:2]3)=[CH:19][CH:20]=2)=[O:14])[CH2:9][CH2:8]1. The yield is 0.750. (10) The catalyst is O.C(O)C. The product is [C:28]([C:31](=[N:19][NH:1][C:2]1[CH:9]=[CH:8][CH:7]=[CH:6][C:3]=1[C:4]#[N:5])[C:32](=[O:34])[CH3:33])(=[O:30])[CH3:29]. The yield is 0.410. The reactants are [NH2:1][C:2]1[CH:9]=[CH:8][CH:7]=[CH:6][C:3]=1[C:4]#[N:5].P(=O)(O)(O)O.[N+]([O-])(O)=O.[N:19]([O-])=O.[Na+].C([O-])(=O)C.[K+].[C:28]([CH2:31][C:32](=[O:34])[CH3:33])(=[O:30])[CH3:29].